Dataset: Reaction yield outcomes from USPTO patents with 853,638 reactions. Task: Predict the reaction yield, written as a fraction of the theoretical maximum amount of product (1.0 means a 100% yield; for example, 0.34 means a 34% yield). (1) The reactants are Br[CH2:2][C:3]1[CH:13]=[CH:12][C:6]2[S:7](=[O:11])(=[O:10])[CH2:8][CH2:9][C:5]=2[CH:4]=1.[NH2:14][C:15]1[C:16]([C:20]2[CH:25]=[CH:24][C:23]([OH:26])=[CH:22][CH:21]=2)=[N:17][O:18][CH:19]=1.C([O-])([O-])=O.[K+].[K+].O. The catalyst is CN(C=O)C.[I-].C([N+](CCCC)(CCCC)CCCC)CCC. The product is [O:10]=[S:7]1(=[O:11])[CH2:8][CH2:9][C:5]2[CH:4]=[C:3]([CH2:2][O:26][C:23]3[CH:22]=[CH:21][C:20]([C:16]4[C:15]([NH2:14])=[CH:19][O:18][N:17]=4)=[CH:25][CH:24]=3)[CH:13]=[CH:12][C:6]1=2. The yield is 0.560. (2) The catalyst is C1COCC1.CCO. The yield is 0.490. The reactants are C(OC(=O)C[N:6](C1CC1)C(=O)C1C=CC(OC(F)(F)F)=CC=1)C.[Li+].C[Si]([N-][Si](C)(C)C)(C)C.O1C=CC=C1C(Cl)=O.[CH2:42]([O:44][C:45](=[O:71])[CH:46]([N:54]([CH:68]1[CH2:70][CH2:69]1)[C:55](=O)[C:56]1[CH:61]=[CH:60][C:59]([O:62][C:63]([F:66])([F:65])[F:64])=[CH:58][CH:57]=1)[C:47]([C:49]1[O:50][CH:51]=[CH:52][CH:53]=1)=O)[CH3:43].FC(F)(F)C([O-])=O.[NH4+]. The product is [CH2:42]([O:44][C:45]([C:46]1[N:54]([CH:68]2[CH2:70][CH2:69]2)[C:55]([C:56]2[CH:61]=[CH:60][C:59]([O:62][C:63]([F:66])([F:65])[F:64])=[CH:58][CH:57]=2)=[N:6][C:47]=1[C:49]1[O:50][CH:51]=[CH:52][CH:53]=1)=[O:71])[CH3:43]. (3) The reactants are [C:1](=[N:4][OH:5])([NH2:3])[CH3:2].C[O-].[Na+].Cl.CCO.CN1C2C(N=C(N)NC=2NCC1CNC1C=[CH:32][C:31]([C:34]([NH:36][CH:37](C(O)=O)[CH2:38][CH2:39]C(O)=O)=O)=CC=1)=O. No catalyst specified. The product is [C:31]12([C:32]3[O:5][N:4]=[C:1]([CH3:2])[N:3]=3)[CH2:39][CH:38]1[CH2:37][NH:36][CH2:34]2. The yield is 0.820. (4) The reactants are [NH2:1][C:2]1[CH:7]=[CH:6][C:5](B2OC(C)(C)C(C)(C)O2)=[CH:4][N:3]=1.Br[C:18]1[C:29]([Cl:30])=[CH:28][C:21]2[O:22][C:23]([F:27])([F:26])[CH2:24][O:25][C:20]=2[CH:19]=1. The catalyst is O1CCOCC1.CC#N.CC(P(C(C)(C)C)C1C=CC(N(C)C)=CC=1)(C)C.CC(P(C(C)(C)C)C1C=CC(N(C)C)=CC=1)(C)C.Cl[Pd]Cl. The product is [Cl:30][C:29]1[C:18]([C:5]2[CH:6]=[CH:7][C:2]([NH2:1])=[N:3][CH:4]=2)=[CH:19][C:20]2[O:25][CH2:24][C:23]([F:27])([F:26])[O:22][C:21]=2[CH:28]=1. The yield is 0.0900. (5) The reactants are F[C:2]1[CH:7]=[C:6]([S:8]([CH3:11])(=[O:10])=[O:9])[CH:5]=[CH:4][C:3]=1[N:12]1[C:16]2=[N:17][CH:18]=[N:19][C:20]([OH:21])=[C:15]2[CH:14]=[N:13]1.[CH3:22][NH:23][CH3:24]. The catalyst is CS(C)=O. The product is [CH3:22][N:23]([CH3:24])[C:2]1[CH:7]=[C:6]([S:8]([CH3:11])(=[O:10])=[O:9])[CH:5]=[CH:4][C:3]=1[N:12]1[C:16]2=[N:17][CH:18]=[N:19][C:20]([OH:21])=[C:15]2[CH:14]=[N:13]1. The yield is 0.890. (6) The reactants are [NH2:1][C:2]1[CH:9]=[CH:8][C:5]([C:6]#[N:7])=[CH:4][C:3]=1[I:10].[C:11](OC(=O)C)(=[O:13])[CH3:12]. The catalyst is S(=O)(=O)(O)O.O. The product is [C:11]([NH:1][C:2]1[CH:9]=[CH:8][C:5]([C:6]#[N:7])=[CH:4][C:3]=1[I:10])(=[O:13])[CH3:12]. The yield is 0.950. (7) The reactants are [OH:1][CH2:2][C:3]1[CH:8]=[C:7]([CH2:9][OH:10])[CH:6]=[CH:5][C:4]=1[CH2:11][N:12]1[C@H:17]([CH:18]([CH2:21][CH3:22])[CH2:19][CH3:20])[C:16](=[O:23])[NH:15][C@H:14]([CH:24]2[CH2:32][C:31]3[C:26](=[CH:27][CH:28]=[CH:29][CH:30]=3)[CH2:25]2)[C:13]1=[O:33].CC(OI1(OC(C)=O)(OC(C)=O)OC(=O)C2C=CC=CC1=2)=O. The catalyst is ClCCl. The product is [CH2:25]1[C:26]2[C:31](=[CH:30][CH:29]=[CH:28][CH:27]=2)[CH2:32][CH:24]1[C@H:14]1[NH:15][C:16](=[O:23])[C@@H:17]([CH:18]([CH2:19][CH3:20])[CH2:21][CH3:22])[N:12]([CH2:11][C:4]2[CH:5]=[CH:6][C:7]([CH:9]=[O:10])=[CH:8][C:3]=2[CH:2]=[O:1])[C:13]1=[O:33]. The yield is 1.00. (8) The reactants are [Cl:1][C:2]1[CH:18]=[CH:17][C:5]2[C:6]3[N:7]([N:11]=[C:12]([C:14]([NH2:16])=O)[N:13]=3)[CH2:8][CH2:9][O:10][C:4]=2[CH:3]=1.[C:19]1([CH3:25])C=CC=C[CH:20]=1.COC(OC)N(C)C.Cl.[CH:35]([NH:38][NH2:39])(C)C.C(O)(=O)C. No catalyst specified. The product is [Cl:1][C:2]1[CH:18]=[CH:17][C:5]2[C:6]3[N:7]([N:11]=[C:12]([C:14]4[N:39]([CH:19]([CH3:25])[CH3:20])[N:38]=[CH:35][N:16]=4)[N:13]=3)[CH2:8][CH2:9][O:10][C:4]=2[CH:3]=1. The yield is 0.980. (9) The reactants are [Br:1][C:2]1[N:7]=[C:6]2[S:8][C:9]([N:11]=[C:12](SC)SC)=[N:10][C:5]2=[N:4][CH:3]=1.Cl.Cl.[NH2:19][CH2:20][C@@:21]1([OH:29])[CH:26]2[CH2:27][CH2:28][N:23]([CH2:24][CH2:25]2)[CH2:22]1.C(=O)([O-])[O-].[Cs+].[Cs+]. The catalyst is C(#N)C.O. The product is [Br:1][C:2]1[N:7]=[C:6]2[S:8][C:9]([NH:11][C:12]3[O:29][C@:21]4([CH2:20][N:19]=3)[CH:26]3[CH2:27][CH2:28][N:23]([CH2:24][CH2:25]3)[CH2:22]4)=[N:10][C:5]2=[N:4][CH:3]=1. The yield is 0.570.